This data is from Catalyst prediction with 721,799 reactions and 888 catalyst types from USPTO. The task is: Predict which catalyst facilitates the given reaction. (1) Reactant: [C:1]([NH:9][C:10]1[C:11]([F:20])=[C:12]([CH:17]=[CH:18][CH:19]=1)[C:13]([O:15][CH3:16])=[O:14])(=[O:8])[C:2]1[CH:7]=[CH:6][CH:5]=[CH:4][CH:3]=1.[H-].[Na+].[CH2:23](I)[CH3:24].O. Product: [CH2:23]([N:9]([C:10]1[C:11]([F:20])=[C:12]([CH:17]=[CH:18][CH:19]=1)[C:13]([O:15][CH3:16])=[O:14])[C:1](=[O:8])[C:2]1[CH:3]=[CH:4][CH:5]=[CH:6][CH:7]=1)[CH3:24]. The catalyst class is: 9. (2) Reactant: [NH2:1][C:2]1[CH:3]=[C:4]([N:16]([CH3:26])[S:17]([C:20]2[CH:25]=[CH:24][CH:23]=[CH:22][CH:21]=2)(=[O:19])=[O:18])[CH:5]=[CH:6][C:7]=1[NH:8][CH2:9][CH:10]1[CH2:15][CH2:14][O:13][CH2:12][CH2:11]1.[C:27]([C:29]([CH3:34])([CH3:33])[C:30](O)=O)#[N:28].C(N(C(C)C)CC)(C)C.CN(C(ON1N=NC2C=CC=NC1=2)=[N+](C)C)C.F[P-](F)(F)(F)(F)F. Product: [C:27]([C:29]([C:34]1[N:8]([CH2:9][CH:10]2[CH2:15][CH2:14][O:13][CH2:12][CH2:11]2)[C:7]2[CH:6]=[CH:5][C:4]([N:16]([CH3:26])[S:17]([C:20]3[CH:25]=[CH:24][CH:23]=[CH:22][CH:21]=3)(=[O:19])=[O:18])=[CH:3][C:2]=2[N:1]=1)([CH3:33])[CH3:30])#[N:28]. The catalyst class is: 3.